From a dataset of Reaction yield outcomes from USPTO patents with 853,638 reactions. Predict the reaction yield, written as a fraction of the theoretical maximum amount of product (1.0 means a 100% yield; for example, 0.34 means a 34% yield). (1) The reactants are [N:1]1[CH:6]=[CH:5][C:4]([C:7]2[S:8][C:9]([C:14]3[N:18]=[CH:17][N:16]([CH2:19][O:20][CH2:21][CH2:22][Si:23]([CH3:26])([CH3:25])[CH3:24])[N:15]=3)=[C:10]([CH:12]=[O:13])[N:11]=2)=[CH:3][CH:2]=1.O1[CH2:31][CH2:30][CH2:29][CH2:28]1.CCO[CH2:35][CH3:36].[NH4+].[Cl-:38]. The catalyst is ClC1C=CC([Mg]Br)=CC=1.CCOC(C)=O. The product is [Cl:38][C:28]1[CH:36]=[CH:35][C:31]([CH:12]([C:10]2[N:11]=[C:7]([C:4]3[CH:5]=[CH:6][N:1]=[CH:2][CH:3]=3)[S:8][C:9]=2[C:14]2[N:18]=[CH:17][N:16]([CH2:19][O:20][CH2:21][CH2:22][Si:23]([CH3:26])([CH3:25])[CH3:24])[N:15]=2)[OH:13])=[CH:30][CH:29]=1. The yield is 0.736. (2) The reactants are [CH2:1]([OH:11])[CH2:2][CH2:3][CH2:4][CH2:5][CH2:6][CH2:7][CH2:8][CH2:9][OH:10].[OH-].[Na+].S(OC)(O[CH3:18])(=O)=O. The catalyst is CS(C)=O.O. The product is [CH3:18][O:11][CH2:1][CH2:2][CH2:3][CH2:4][CH2:5][CH2:6][CH2:7][CH2:8][CH2:9][OH:10]. The yield is 0.219. (3) The reactants are C1(S([N:10]2[C:14]3=[N:15][CH:16]=[CH:17][CH:18]=[C:13]3[CH:12]=[C:11]2[C:19]([C:26]2[CH:31]=[CH:30][C:29]([C:32]([OH:37])([CH:34]([CH3:36])[CH3:35])[CH3:33])=[CH:28][CH:27]=2)=[CH:20][CH:21]2[CH2:25][CH2:24][CH2:23][CH2:22]2)(=O)=O)C=CC=CC=1.[OH-].[Na+]. The catalyst is C(O)C.O1CCCC1.ClCCl. The product is [CH:21]1([CH:20]=[C:19]([C:26]2[CH:27]=[CH:28][C:29]([C:32]([OH:37])([CH:34]([CH3:35])[CH3:36])[CH3:33])=[CH:30][CH:31]=2)[C:11]2[NH:10][C:14]3=[N:15][CH:16]=[CH:17][CH:18]=[C:13]3[CH:12]=2)[CH2:25][CH2:24][CH2:23][CH2:22]1. The yield is 0.760. (4) The reactants are [N:1]1[CH:6]=[CH:5][CH:4]=[CH:3][C:2]=1[CH2:7][CH2:8][NH:9][C:10](=[O:16])[O:11][C:12]([CH3:15])([CH3:14])[CH3:13].ClC1C=CC=C(C(OO)=[O:25])C=1. The catalyst is C(OCC)(=O)C. The product is [N:1]1[CH:6]=[CH:5][CH:4]=[CH:3][C:2]=1[CH2:7][CH2:8][NH+:9]([O-:25])[C:10](=[O:16])[O:11][C:12]([CH3:13])([CH3:15])[CH3:14]. The yield is 0.990. (5) The reactants are Cl.[N:2]1[CH:7]=[CH:6][C:5]([CH2:8][C:9]#[N:10])=[CH:4][CH:3]=1.[H-].[Na+].Cl[CH2:14][CH2:15][N:16]([CH2:18][CH2:19]Cl)[CH3:17]. The catalyst is CS(C)=O.Cl. The product is [CH3:17][N:16]1[CH2:18][CH2:19][C:8]([C:5]2[CH:6]=[CH:7][N:2]=[CH:3][CH:4]=2)([C:9]#[N:10])[CH2:14][CH2:15]1. The yield is 0.150. (6) The reactants are [CH:1]1(I)[CH2:6][CH2:5][CH2:4][CH2:3][CH2:2]1.[Cl-].[Li+].[Cu](C#N)C#N.[C:15]([O:19][CH3:20])(=[O:18])[C:16]#[CH:17].[I:21]I. The catalyst is O1CCCC1.[Zn].BrCCBr.C[Si](Cl)(C)C. The product is [CH3:20][O:19][C:15](=[O:18])/[C:16](/[I:21])=[CH:17]\[CH:1]1[CH2:6][CH2:5][CH2:4][CH2:3][CH2:2]1. The yield is 0.990. (7) The reactants are [CH3:1][O:2][C:3]1[N:8]=[CH:7][C:6]([CH2:9][C:10]2[C:11](=[O:17])[NH:12][C:13](=[S:16])[NH:14][CH:15]=2)=[CH:5][N:4]=1.Cl[CH2:19][C:20]1[CH:25]=[CH:24][C:23]([O:26][C:27]2[CH:32]=[CH:31][C:30]([F:33])=[CH:29][CH:28]=2)=[CH:22][CH:21]=1.C(NC(C)C)(C)C. The catalyst is C(Cl)Cl.CC(=O)OCC. The product is [F:33][C:30]1[CH:31]=[CH:32][C:27]([O:26][C:23]2[CH:24]=[CH:25][C:20]([CH2:19][S:16][C:13]3[NH:14][CH:15]=[C:10]([CH2:9][C:6]4[CH:7]=[N:8][C:3]([O:2][CH3:1])=[N:4][CH:5]=4)[C:11](=[O:17])[N:12]=3)=[CH:21][CH:22]=2)=[CH:28][CH:29]=1. The yield is 0.514. (8) The reactants are [NH2:1][CH2:2][CH2:3][OH:4].[C:5]1(=O)[C:13]2[C:8](=[CH:9][CH:10]=[CH:11][CH:12]=2)[C:7](=[O:14])[O:6]1. The catalyst is C1(C)C=CC=CC=1. The product is [OH:4][CH2:3][CH2:2][N:1]1[C:5](=[O:6])[C:13]2[C:8](=[CH:9][CH:10]=[CH:11][CH:12]=2)[C:7]1=[O:14]. The yield is 0.850.